Dataset: Full USPTO retrosynthesis dataset with 1.9M reactions from patents (1976-2016). Task: Predict the reactants needed to synthesize the given product. (1) Given the product [CH3:44][C@H:45]1[CH2:50][CH2:49][CH2:48][C@@H:47]([CH3:51])[N:46]1[CH2:52][CH2:53][CH2:54][C@@H:55]([NH:59][C:28]1[C:29]2[C:34]([N:35]=[C:36]3[C:41]=1[CH:40]=[CH:39][CH:38]=[CH:37]3)=[CH:33][CH:32]=[CH:31][CH:30]=2)[CH2:56][CH2:57][CH3:58], predict the reactants needed to synthesize it. The reactants are: C1C2C(=NC3C(C=2NC(CC)CCCN(CC)CC)=CC=CC=3)C=CC=1.Cl[C:28]1[C:29]2[C:34]([N:35]=[C:36]3[C:41]=1[CH:40]=[CH:39][CH:38]=[CH:37]3)=[CH:33][CH:32]=[CH:31][CH:30]=2.Cl.Cl.[CH3:44][C@H:45]1[CH2:50][CH2:49][CH2:48][C@@H:47]([CH3:51])[N:46]1[CH2:52][CH2:53][CH2:54][C@@H:55]([NH2:59])[CH2:56][CH2:57][CH3:58].C1(O)C=CC=CC=1.C(N(CC)CC)C. (2) Given the product [Cl:58][C:59]1[CH:60]=[C:61]([N:65]2[C:69]([CH2:70][NH:71][C:13](=[O:15])[CH:12]([C:9]3[CH:10]=[N:11][C:6]([CH2:5][O:4][CH2:3][CH2:2][OH:1])=[CH:7][CH:8]=3)[CH3:16])=[CH:68][C:67]([C:72]([F:73])([F:74])[F:75])=[N:66]2)[CH:62]=[CH:63][CH:64]=1, predict the reactants needed to synthesize it. The reactants are: [OH:1][CH2:2][CH2:3][O:4][CH2:5][C:6]1[N:11]=[CH:10][C:9]([CH:12]([CH3:16])[C:13]([OH:15])=O)=[CH:8][CH:7]=1.ON1C2C=CC=CC=2N=N1.F[B-](F)(F)F.N1(OC(N(C)C)=[N+](C)C)C2C=CC=CC=2N=N1.C(N(C(C)C)C(C)C)C.[Cl:58][C:59]1[CH:60]=[C:61]([N:65]2[C:69]([CH2:70][NH2:71])=[CH:68][C:67]([C:72]([F:75])([F:74])[F:73])=[N:66]2)[CH:62]=[CH:63][CH:64]=1. (3) Given the product [Cl:1][C:2]1[N:3]=[C:4]([N:33]2[CH2:34][CH2:35][C:31]([F:36])([F:30])[CH2:32]2)[C:5]2[N:10]=[N:9][N:8]([CH2:11][C:12]3[CH:17]=[CH:16][CH:15]=[CH:14][C:13]=3[Cl:18])[C:6]=2[N:7]=1, predict the reactants needed to synthesize it. The reactants are: [Cl:1][C:2]1[N:3]=[C:4](Cl)[C:5]2[N:10]=[N:9][N:8]([CH2:11][C:12]3[CH:17]=[CH:16][CH:15]=[CH:14][C:13]=3[Cl:18])[C:6]=2[N:7]=1.CCN(C(C)C)C(C)C.Cl.[F:30][C:31]1([F:36])[CH2:35][CH2:34][NH:33][CH2:32]1. (4) Given the product [O:15]([C:12]1[CH:13]=[CH:14][C:9]([O:8][C:5]2[N:6]=[CH:7][C:2]([C:25]#[C:24][CH:23]([N:26]3[C:34](=[O:35])[C:33]4[C:28](=[CH:29][CH:30]=[CH:31][CH:32]=4)[C:27]3=[O:36])[CH3:22])=[CH:3][CH:4]=2)=[CH:10][CH:11]=1)[C:16]1[CH:21]=[CH:20][CH:19]=[CH:18][CH:17]=1, predict the reactants needed to synthesize it. The reactants are: Br[C:2]1[CH:3]=[CH:4][C:5]([O:8][C:9]2[CH:14]=[CH:13][C:12]([O:15][C:16]3[CH:21]=[CH:20][CH:19]=[CH:18][CH:17]=3)=[CH:11][CH:10]=2)=[N:6][CH:7]=1.[CH3:22][CH:23]([N:26]1[C:34](=[O:35])[C:33]2[C:28](=[CH:29][CH:30]=[CH:31][CH:32]=2)[C:27]1=[O:36])[C:24]#[CH:25].C(N(CC)CC)C. (5) Given the product [CH3:18][O:19][C:20]1[CH:26]=[CH:25][C:23]([NH:24][C:5](=[O:7])[C:4]2[CH:8]=[CH:9][C:10]([O:11][CH3:12])=[C:2]([NH:1][C:13](=[O:16])[CH2:14][CH3:15])[CH:3]=2)=[CH:22][CH:21]=1, predict the reactants needed to synthesize it. The reactants are: [NH2:1][C:2]1[CH:3]=[C:4]([CH:8]=[CH:9][C:10]=1[O:11][CH3:12])[C:5]([OH:7])=O.[C:13](Cl)(=[O:16])[CH2:14][CH3:15].[CH3:18][O:19][C:20]1[CH:26]=[CH:25][C:23]([NH2:24])=[CH:22][CH:21]=1. (6) Given the product [CH3:35][N:34]([CH3:36])[C:32]([C:31]1[CH:37]=[CH:38][C:28]([NH:1][C:2]2[C:3]([C:16]([OH:18])=[O:17])=[N:4][CH:5]=[C:6]([CH2:8][C:9]3[CH:10]=[CH:11][C:12]([F:15])=[CH:13][CH:14]=3)[CH:7]=2)=[CH:29][CH:30]=1)=[O:33], predict the reactants needed to synthesize it. The reactants are: [NH2:1][C:2]1[C:3]([C:16]([O:18]CC)=[O:17])=[N:4][CH:5]=[C:6]([CH2:8][C:9]2[CH:14]=[CH:13][C:12]([F:15])=[CH:11][CH:10]=2)[CH:7]=1.C([O-])([O-])=O.[Cs+].[Cs+].N[C:28]1[CH:38]=[CH:37][C:31]([C:32]([N:34]([CH3:36])[CH3:35])=[O:33])=[CH:30][CH:29]=1.CC(C)([O-])C.[Na+].